This data is from Peptide-MHC class I binding affinity with 185,985 pairs from IEDB/IMGT. The task is: Regression. Given a peptide amino acid sequence and an MHC pseudo amino acid sequence, predict their binding affinity value. This is MHC class I binding data. (1) The binding affinity (normalized) is 0.248. The peptide sequence is EATFIDVHI. The MHC is HLA-A02:06 with pseudo-sequence HLA-A02:06. (2) The peptide sequence is RLFFKCIYR. The MHC is HLA-B35:01 with pseudo-sequence HLA-B35:01. The binding affinity (normalized) is 0.0847. (3) The peptide sequence is ILMNFHQKK. The MHC is HLA-A24:02 with pseudo-sequence HLA-A24:02. The binding affinity (normalized) is 0.150. (4) The peptide sequence is RNLNVTTQSI. The MHC is H-2-Db with pseudo-sequence H-2-Db. The binding affinity (normalized) is 0. (5) The peptide sequence is QIMYNYPAM. The MHC is HLA-A30:02 with pseudo-sequence HLA-A30:02. The binding affinity (normalized) is 0.659.